The task is: Binary Classification. Given a miRNA mature sequence and a target amino acid sequence, predict their likelihood of interaction.. This data is from Experimentally validated miRNA-target interactions with 360,000+ pairs, plus equal number of negative samples. (1) The miRNA is mmu-miR-339-5p with sequence UCCCUGUCCUCCAGGAGCUCACG. The protein sequence of the target gene is MPPPQKIPSVRPFKQRKSLAIRQEEVAGIRAKFPNKIPVVVERYPRETFLPPLDKTKFLVPQELTMTQFLSIIRSRMVLRATEAFYLLVNNKSLVSMSATMAEIYRDYKDEDGFVYMTYASQETFGCLESAAPRDGSSLEDRPCNPL. Result: 0 (no interaction). (2) The miRNA is hsa-miR-3622a-3p with sequence UCACCUGACCUCCCAUGCCUGU. The protein sequence of the target gene is MAAVLALRVVAGLAAAALVAMLLEHYGLAGQPSPLPRPAPPRRPHPAPGPGDSNIFWGLQISDIHLSRFRDPGRAVDLEKFCSETIDIIQPALVLATGDLTDAKTKEQLGSRQHEVEWQTYQGILKKTRVMEKTKWLDIKGNHDAFNIPSLDSIKNYYRKYSAVRRDGSFHYVHSTPFGNYSFICVDATVNPGPKRPYNFFGILDKKKMEELLLLAKESSRSNHTIWFGHFTTSTILSPSPGIRSIMSSAIAYLCGHLHTLGGLMPVLHTRHFQGTLELEVGDWKDNRRYRIFAFDHDLF.... Result: 0 (no interaction). (3) The miRNA is mmu-miR-1968-5p with sequence UGCAGCUGUUAAGGAUGGUGGACU. The protein sequence of the target gene is MWKLLLWVGLVLVLKHHDGAAHKLVCYFTNWAHSRPGPASILPHDLDPFLCTHLIFAFASMNNNQIVAKDLQDEKILYPEFNKLKERNRELKTLLSIGGWNFGTSRFTTMLSTFANREKFIASVISLLRTHDFDGLDLFFLYPGLRGSPMHDRWTFLFLIEELLFAFRKEALLTMRPRLLLSAAVSGVPHIVQTSYDVRFLGRLLDFINVLSYDLHGSWERFTGHNSPLFSLPEDPKSSAYAMNYWRKLGAPSEKLIMGIPTYGRTFRLLKASKNGLQARAIGPASPGKYTKQEGFLAYF.... Result: 0 (no interaction). (4) The miRNA is hsa-miR-3202 with sequence UGGAAGGGAGAAGAGCUUUAAU. The protein sequence of the target gene is MGAAVFFGCTFVAFGPAFALFLITVAGDPLRVIILVAGAFFWLVSLLLASVVWFILVHVTDRSDARLQYGLLIFGAAVSVLLQEVFRFAYYKLLKKADEGLASLSEDGRSPISIRQMAYVSGLSFGIISGVFSVINILADALGPGVVGIHGDSPYYFLTSAFLTAAIILLHTFWGVVFFDACERRRYWALGLVVGSHLLTSGLTFLNPWYEASLLPIYAVTVSMGLWAFITAGGSLRSIQRSLLCRRQEDSRVMVYSALRIPPED. Result: 1 (interaction). (5) Result: 0 (no interaction). The protein sequence of the target gene is MVQLRPRLSRIPAPAEAMVDEDQAASEEEEAEHGLLLAQPSSGAAAEPLDEEEDADDEAPEELTFASAQAEAREEELRVRASARRDKTLLKEKRKRREELFIEQKKRKLLPDAVLEQLTTASEADIKKSPENVKVNLKKKSEQHAKGRNSKKVKVQKVQSVGQIESYMAVRLKDEDLRDSRQEAAKHFIHSCLYGSDSKRTTVNKFLSLNNKRSPVKKAAAQFLTSTWGAQKQQNAKRFKKRWMAKKMKKKTYK. The miRNA is hsa-miR-4280 with sequence GAGUGUAGUUCUGAGCAGAGC. (6) The miRNA is mmu-miR-3970 with sequence GAGGUUGUAGUUUGUGCUUU. The protein sequence of the target gene is MDTSDLFASCRKGDVGRVRYLLEQRDVEVNVRDKWDSTPLYYACLCGHEELVLYLLANGARCEANTFDGERCLYGALSDPIRRALRDYKQVTASCRRRDYYDDFLQRLLEQGIHSDVVFVVHGKPFRVHRCVLGARSAYFANMLDTKWKGKSVVVLRHPLINPVAFGALLQYLYTGRLDIGVEHVSDCERLAKQCQLWDLLSDLEAKCEKVSEFVASKPGTCVKVLTIEPPPADPRLREDMALLADCALPPELRGDLWELPFPCPDGFNSCPDICFRVAGCSFLCHKAFFCGRSDYFRAL.... Result: 0 (no interaction). (7) The miRNA is mmu-miR-324-3p with sequence CCACUGCCCCAGGUGCUGCU. The protein sequence of the target gene is MVFTVSCSKMSSIVDRDDSSIFDGLVEEDDKDKAKRVSRNKSEKKRRDQFNVLIKELGSMLPGNARKMDKSTVLQKSIDFLRKHKETTAQSDASEIRQDWKPTFLSNEEFTQLMLEALDGFFLAIMTDGSIIYVSESVTSLLEHLPSDLVDQSIFNFIPEGEHSEVYKILSTHLLESDSLTPEYLKSKNQLEFCCHMLRGTIDPKEPSTYEYVRFIGNFKSLTSVSTSTHNGFEGTIQRTHRPSYEDRVCFVATVRLATPQFIKEMCTVEEPNEEFTSRHSLEWKFLFLDHRAPPIIGYL.... Result: 1 (interaction). (8) Result: 0 (no interaction). The protein sequence of the target gene is MASMGTLAFDEYGRPFLIIKDQDRKSRLMGLEALKSHIMAAKAVANTMRTSLGPNGLDKMMVDKDGDVTVTNDGATILSMMDVDHQIAKLMVELSKSQDDEIGDGTTGVVVLAGALLEEAEQLLDRGIHPIRIADGYEQAARVAIEHLDKISDSVLVDIKDTEPLIQTAKTTLGSKVVNSCHRQMAEIAVNAVLTVADMERRDVDFELIKVEGKVGGRLEDTKLIKGVIVDKDFSHPQMPKKVEDAKIAILTCPFEPPKPKTKHKLDVTSVEDYKALQKYEKEKFEEMIQQIKETGANLA.... The miRNA is mmu-miR-411-5p with sequence UAGUAGACCGUAUAGCGUACG.